Dataset: Peptide-MHC class I binding affinity with 185,985 pairs from IEDB/IMGT. Task: Regression. Given a peptide amino acid sequence and an MHC pseudo amino acid sequence, predict their binding affinity value. This is MHC class I binding data. (1) The peptide sequence is VLDVGGTGK. The MHC is HLA-B07:02 with pseudo-sequence HLA-B07:02. The binding affinity (normalized) is 0.0847. (2) The peptide sequence is DAYRRIHSL. The MHC is HLA-A31:01 with pseudo-sequence HLA-A31:01. The binding affinity (normalized) is 0.0892. (3) The peptide sequence is VTKYNMPPI. The MHC is H-2-Kb with pseudo-sequence H-2-Kb. The binding affinity (normalized) is 0.247. (4) The peptide sequence is YPQPQPQY. The MHC is HLA-B54:01 with pseudo-sequence HLA-B54:01. The binding affinity (normalized) is 0. (5) The peptide sequence is DLKHATDYIA. The MHC is HLA-A02:06 with pseudo-sequence HLA-A02:06. The binding affinity (normalized) is 0.357. (6) The peptide sequence is SAVFKDSFL. The MHC is HLA-A02:01 with pseudo-sequence HLA-A02:01. The binding affinity (normalized) is 0.195.